From a dataset of Forward reaction prediction with 1.9M reactions from USPTO patents (1976-2016). Predict the product of the given reaction. The product is: [CH3:1][N:2]1[CH:6]=[C:5]([C:7]2[CH:8]=[CH:9][C:10]([S:14]([Cl:13])(=[O:16])=[O:15])=[CH:11][CH:12]=2)[CH:4]=[N:3]1. Given the reactants [CH3:1][N:2]1[CH:6]=[C:5]([C:7]2[CH:12]=[CH:11][CH:10]=[CH:9][CH:8]=2)[CH:4]=[N:3]1.[Cl:13][S:14](O)(=[O:16])=[O:15], predict the reaction product.